This data is from Antibody developability classification from SAbDab with 2,409 antibodies. The task is: Regression/Classification. Given an antibody's heavy chain and light chain sequences, predict its developability. TAP uses regression for 5 developability metrics; SAbDab uses binary classification. (1) The antibody is ['EVQLLQSGPELEKPGASVMISCKASGSSFTGYNMNWVRQNIGKSLEWIGAIDPYYGGTSYNQKFKGRATLTVDKSSSTAYMHLKSLTSEDSAVYYCVSGMEYWGQGTSVTVSS', 'DVVMTQTPLSLPVSLGDQASISCRSSQSLVHRNGNTYLHWYLQKPGQSPKLLIHKVSNRFSGVPDRFSGSGSGTDFTLKISRVEAEDLGVYFCSQSTHVPPLTFGAGTKLELK']. Result: 0 (not developable). (2) The antibody is ['QVQLQESGPGLMKPSGTLFLTCAVSGASISSSNWWNWVRQPPGKGLEWIGEIYHDGSVSRNPFLQSRITMSVDKSKNQFSLKLTSVTAADTAVYYCAKRWDSSGWITRHTYDYGVDVWGRGTSVFVAS', 'QTVVTQEPSLTVSPGGTVTLTCASSAGAVTSDFSPNWFLQKPGQVPRSLIYNTDKRHSWTPARFSGSLIGGKAALTLSGAQPDDEGDYYCLVHYRGAWVFGGGTRLTVL']. Result: 0 (not developable). (3) The antibody is ['EVQLQQSGPELVKPGASLKISCKTSGYTFTDFTFHWVKLSHGPSLEWIGTIKPSNGDTAYNQKFKGKATLSVDKSASTAHIEFRSLTSEDSAVYFCARFGGSYPYAMDYWGQGTSVIVSS', 'DIVLTQSPATLSVTPGDRVSLSCRASQGIYNYVHWFQQKSHESPRLLIKYASQSISGIPSRFSGSGSGTDFTLSINSVESEDFGMYFCQQTNKWPLTFGAGTKLELK']. Result: 0 (not developable). (4) The antibody is ['QVHLQQSGAELMKPGASVKISCKATGYTFTSYWIEWVKQRPGHGLEWLGEILPGSGYIHYNEKFKGKATFTTDTSSNTAYMQLSSLTSEDSAVYYCSRALALYAMDYWGQGTSVTVSS', 'DIVMTQATPSIPVTPGESVSISCRSNKSLLHSNGNTYLYWFLQRPGQSPRLLIFRMSNLASGVPDRFSGSGSGTAFTLRISRVEAADVGIYFCLQHLEYPFTFGAGTKLELK']. Result: 0 (not developable).